Dataset: TCR-epitope binding with 47,182 pairs between 192 epitopes and 23,139 TCRs. Task: Binary Classification. Given a T-cell receptor sequence (or CDR3 region) and an epitope sequence, predict whether binding occurs between them. (1) The TCR CDR3 sequence is CASSQERRYNSPLHF. The epitope is KLGGALQAK. Result: 1 (the TCR binds to the epitope). (2) The epitope is QIKVRVKMV. The TCR CDR3 sequence is CARNATGNYGYTF. Result: 1 (the TCR binds to the epitope). (3) The epitope is NLVPMVATV. The TCR CDR3 sequence is CASSQDYSSYEQYF. Result: 1 (the TCR binds to the epitope). (4) The epitope is AYILFTRFFYV. The TCR CDR3 sequence is CASSLSSGQGTGTGELFF. Result: 0 (the TCR does not bind to the epitope). (5) The epitope is RLDKVEAEV. Result: 0 (the TCR does not bind to the epitope). The TCR CDR3 sequence is CASSRSTGGYGGNQPQHF. (6) The epitope is EEHVQIHTI. The TCR CDR3 sequence is CSASSVGETQYF. Result: 1 (the TCR binds to the epitope). (7) The epitope is AVFDRKSDAK. The TCR CDR3 sequence is CASGGRNQETQYF. Result: 1 (the TCR binds to the epitope).